From a dataset of Full USPTO retrosynthesis dataset with 1.9M reactions from patents (1976-2016). Predict the reactants needed to synthesize the given product. (1) Given the product [NH2:8][C:9]1[CH:10]=[C:11]([N:20]2[CH2:25][CH2:24][N:23]([C:26]([C:28]3[CH:29]=[CH:30][CH:31]=[CH:32][CH:33]=3)=[O:27])[CH2:22][CH2:21]2)[CH:12]=[CH:13][C:14]=1[N:15]1[CH:19]=[N:18][N:17]=[N:16]1, predict the reactants needed to synthesize it. The reactants are: C([N:8](CC1C=CC=CC=1)[C:9]1[CH:10]=[C:11]([N:20]2[CH2:25][CH2:24][N:23]([C:26]([C:28]3[CH:33]=[CH:32][CH:31]=[CH:30][CH:29]=3)=[O:27])[CH2:22][CH2:21]2)[CH:12]=[CH:13][C:14]=1[N:15]1[CH:19]=[N:18][N:17]=[N:16]1)C1C=CC=CC=1. (2) Given the product [N:1]1([CH2:6][CH2:7][CH2:8][O:9][C:10]2[CH:11]=[CH:12][C:13]([C:16]3([CH2:22][N:24]4[CH2:29][CH2:28][S:27][CH2:26][CH2:25]4)[CH2:21][CH2:20][O:19][CH2:18][CH2:17]3)=[CH:14][CH:15]=2)[CH2:2][CH2:3][CH2:4][CH2:5]1, predict the reactants needed to synthesize it. The reactants are: [N:1]1([CH2:6][CH2:7][CH2:8][O:9][C:10]2[CH:15]=[CH:14][C:13]([C:16]3([CH:22]=O)[CH2:21][CH2:20][O:19][CH2:18][CH2:17]3)=[CH:12][CH:11]=2)[CH2:5][CH2:4][CH2:3][CH2:2]1.[NH:24]1[CH2:29][CH2:28][S:27][CH2:26][CH2:25]1. (3) Given the product [Cl:1][C:2]1[CH:3]=[C:4]([CH:19]=[CH:20][C:21]=1[Cl:22])[CH2:5][N:6]1[C:17](=[O:18])[N:9]2[CH:10]=[C:11]([C:14]([NH:29][CH2:27][CH2:26][CH2:25][CH2:24][CH2:23][CH3:28])=[O:15])[CH:12]=[CH:13][C:8]2=[N:7]1, predict the reactants needed to synthesize it. The reactants are: [Cl:1][C:2]1[CH:3]=[C:4]([CH:19]=[CH:20][C:21]=1[Cl:22])[CH2:5][N:6]1[C:17](=[O:18])[N:9]2[CH:10]=[C:11]([C:14](O)=[O:15])[CH:12]=[CH:13][C:8]2=[N:7]1.[CH:23]1[CH:24]=[CH:25][C:26]2N(O)N=[N:29][C:27]=2[CH:28]=1.CCN=C=NCCCN(C)C.Cl.C(N(CC)CC)C.C(N)CCCCC. (4) Given the product [C:13]1([CH:12]2[NH:1][C:2]3[CH:7]=[CH:6][CH:5]=[CH:4][C:3]=3[S:8](=[O:9])(=[O:10])[NH:11]2)[CH:18]=[CH:17][CH:16]=[CH:15][CH:14]=1, predict the reactants needed to synthesize it. The reactants are: [NH2:1][C:2]1[CH:7]=[CH:6][CH:5]=[CH:4][C:3]=1[S:8]([NH2:11])(=[O:10])=[O:9].[CH:12](=O)[C:13]1[CH:18]=[CH:17][CH:16]=[CH:15][CH:14]=1. (5) Given the product [CH3:9][O:8][C:5]1[CH:4]=[CH:3][C:2]([O:1][C:11]2[CH:16]=[CH:15][C:14]([C:17]([F:20])([F:19])[F:18])=[CH:13][N:12]=2)=[CH:7][N:6]=1, predict the reactants needed to synthesize it. The reactants are: [OH:1][C:2]1[CH:3]=[CH:4][C:5]([O:8][CH3:9])=[N:6][CH:7]=1.Cl[C:11]1[CH:16]=[CH:15][C:14]([C:17]([F:20])([F:19])[F:18])=[CH:13][N:12]=1.[OH-].[K+].O.